From a dataset of Forward reaction prediction with 1.9M reactions from USPTO patents (1976-2016). Predict the product of the given reaction. (1) Given the reactants [OH:1][C:2]1[C:3](I)=[C:4](/[CH:10]=[CH:11]/[C:12]([O:14][CH3:15])=[O:13])[CH:5]=[CH:6][C:7]=1[O:8][CH3:9].[CH3:17]B1OB(C)OB(C)O1.C(=O)([O-])[O-].[K+].[K+], predict the reaction product. The product is: [OH:1][C:2]1[C:3]([CH3:17])=[C:4](/[CH:10]=[CH:11]/[C:12]([O:14][CH3:15])=[O:13])[CH:5]=[CH:6][C:7]=1[O:8][CH3:9]. (2) Given the reactants N([O-])=O.[Na+].[N+:5]([C:8]1[CH:14]=[CH:13][CH:12]=[C:11]([O:15][CH2:16][C:17]([C:19]2[CH:24]=[CH:23][CH:22]=[CH:21][N:20]=2)=[CH2:18])[C:9]=1[NH2:10])([O-:7])=[O:6].C(=O)(O)[O-].[Na+].[N-:30]=[N+:31]=[N-].[Na+], predict the reaction product. The product is: [N:10]([C:9]1[C:8]([N+:5]([O-:7])=[O:6])=[CH:14][CH:13]=[CH:12][C:11]=1[O:15][CH2:16][C:17]([C:19]1[CH:24]=[CH:23][CH:22]=[CH:21][N:20]=1)=[CH2:18])=[N+:30]=[N-:31].